From a dataset of Catalyst prediction with 721,799 reactions and 888 catalyst types from USPTO. Predict which catalyst facilitates the given reaction. (1) Reactant: Cl[C:2]1[C:7]([C:8]#[N:9])=[C:6]([NH:10][CH3:11])[C:5]([N+:12]([O-:14])=[O:13])=[CH:4][CH:3]=1.[OH:15][CH2:16][C:17]1[CH:22]=[CH:21][CH:20]=[CH:19][C:18]=1B(O)O.C(=O)([O-])[O-].[K+].[K+].C1(P(C2CCCCC2)C2C=CC=CC=2C2C=CC=CC=2N(C)C)CCCCC1. Product: [OH:15][CH2:16][C:17]1[CH:22]=[CH:21][CH:20]=[CH:19][C:18]=1[C:2]1[C:7]([C:8]#[N:9])=[C:6]([NH:10][CH3:11])[C:5]([N+:12]([O-:14])=[O:13])=[CH:4][CH:3]=1. The catalyst class is: 686. (2) Reactant: [CH:1]1([NH:6][C:7]2[N:12]=[C:11]([C:13]3[C:14]([C:28]4[CH:33]=[CH:32][C:31]([O:34][CH3:35])=[CH:30][CH:29]=4)=[N:15][N:16]4[C:21]([NH:22][CH2:23][CH2:24][CH2:25][CH2:26][NH2:27])=[CH:20][CH:19]=[CH:18][C:17]=34)[CH:10]=[CH:9][N:8]=2)[CH2:5][CH2:4][CH2:3][CH2:2]1.C(N(CC)CC)C.[C:43]1([CH3:55])[CH:48]=[CH:47][C:46]([S:49]([N:52]=[C:53]=[O:54])(=[O:51])=[O:50])=[CH:45][CH:44]=1.C(=O)(O)[O-].[Na+]. Product: [CH:1]1([NH:6][C:7]2[N:12]=[C:11]([C:13]3[C:14]([C:28]4[CH:29]=[CH:30][C:31]([O:34][CH3:35])=[CH:32][CH:33]=4)=[N:15][N:16]4[C:21]([NH:22][CH2:23][CH2:24][CH2:25][CH2:26][NH:27][C:53]([NH:52][S:49]([C:46]5[CH:47]=[CH:48][C:43]([CH3:55])=[CH:44][CH:45]=5)(=[O:51])=[O:50])=[O:54])=[CH:20][CH:19]=[CH:18][C:17]=34)[CH:10]=[CH:9][N:8]=2)[CH2:2][CH2:3][CH2:4][CH2:5]1. The catalyst class is: 4. (3) Reactant: [C:1]([NH:4][C:5]1[N:10]=[C:9](/[CH:11]=[CH:12]/[C:13]([C:15]2[CH:20]=[CH:19][C:18]([NH:21][C:22]([C:24]3[C:25]([C:31]4[CH:36]=[CH:35][C:34]([CH3:37])=[CH:33][CH:32]=4)=[CH:26][C:27]([CH3:30])=[CH:28][CH:29]=3)=[O:23])=[CH:17][CH:16]=2)=[O:14])[CH:8]=[CH:7][CH:6]=1)(=[O:3])[CH3:2].[H][H]. Product: [C:1]([NH:4][C:5]1[N:10]=[C:9]([CH2:11][CH2:12][C:13]([C:15]2[CH:20]=[CH:19][C:18]([NH:21][C:22]([C:24]3[C:25]([C:31]4[CH:36]=[CH:35][C:34]([CH3:37])=[CH:33][CH:32]=4)=[CH:26][C:27]([CH3:30])=[CH:28][CH:29]=3)=[O:23])=[CH:17][CH:16]=2)=[O:14])[CH:8]=[CH:7][CH:6]=1)(=[O:3])[CH3:2]. The catalyst class is: 19. (4) Reactant: [F:1][C:2]([F:32])([F:31])[C:3]1[CH:8]=[CH:7][C:6]([C:9]2[C:10]([C:15]([NH:17][C:18]3[CH:27]=[C:26]4[C:21]([CH:22]=[C:23]([C:28]([OH:30])=O)[CH:24]=[N:25]4)=[CH:20][CH:19]=3)=[O:16])=[CH:11][CH:12]=[CH:13][CH:14]=2)=[CH:5][CH:4]=1.[CH:33]1([NH2:36])[CH2:35][CH2:34]1.Cl.CN(C)CCCN=C=NCC.ON1C2C=CC=CC=2N=N1.C(N(CC)CC)C. Product: [CH:33]1([NH:36][C:28]([C:23]2[CH:24]=[N:25][C:26]3[C:21]([CH:22]=2)=[CH:20][CH:19]=[C:18]([NH:17][C:15]([C:10]2[C:9]([C:6]4[CH:7]=[CH:8][C:3]([C:2]([F:32])([F:31])[F:1])=[CH:4][CH:5]=4)=[CH:14][CH:13]=[CH:12][CH:11]=2)=[O:16])[CH:27]=3)=[O:30])[CH2:35][CH2:34]1. The catalyst class is: 4.